From a dataset of Full USPTO retrosynthesis dataset with 1.9M reactions from patents (1976-2016). Predict the reactants needed to synthesize the given product. (1) Given the product [Cl:40][C:41]1[CH:42]=[C:43]([NH:44][C:38]([NH:37][C:35](=[O:36])[C:29]2[CH:30]=[CH:31][CH:32]=[C:33]([CH3:34])[C:28]=2[CH3:27])=[S:39])[CH:45]=[CH:46][C:47]=1[O:48][C:49]1[C:58]2[C:53](=[CH:54][C:55]([O:61][CH3:62])=[C:56]([O:59][CH3:60])[CH:57]=2)[N:52]=[CH:51][CH:50]=1, predict the reactants needed to synthesize it. The reactants are: S(Cl)(Cl)=O.CC1C(C)=CC=CC=1C(O)=O.CC1C(C)=CC=CC=1C(Cl)=O.[CH3:27][C:28]1[C:33]([CH3:34])=[CH:32][CH:31]=[CH:30][C:29]=1[C:35]([N:37]=[C:38]=[S:39])=[O:36].[Cl:40][C:41]1[CH:42]=[C:43]([CH:45]=[CH:46][C:47]=1[O:48][C:49]1[C:58]2[C:53](=[CH:54][C:55]([O:61][CH3:62])=[C:56]([O:59][CH3:60])[CH:57]=2)[N:52]=[CH:51][CH:50]=1)[NH2:44]. (2) Given the product [Cl-:1].[C:30]1([C:23]2([C:21]([O:20][C@@H:14]3[CH:15]4[CH2:18][CH2:19][N+:12]([CH2:2][C:3](=[O:4])[NH:5][C:6]5[CH:11]=[CH:10][N:9]=[CH:8][CH:7]=5)([CH2:17][CH2:16]4)[CH2:13]3)=[O:22])[CH2:29][CH2:28][CH2:27][CH2:26][CH2:25][CH2:24]2)[CH:31]=[CH:32][CH:33]=[CH:34][CH:35]=1, predict the reactants needed to synthesize it. The reactants are: [Cl:1][CH2:2][C:3]([NH:5][C:6]1[CH:11]=[CH:10][N:9]=[CH:8][CH:7]=1)=[O:4].[N:12]12[CH2:19][CH2:18][CH:15]([CH2:16][CH2:17]1)[C@@H:14]([O:20][C:21]([C:23]1([C:30]3[CH:35]=[CH:34][CH:33]=[CH:32][CH:31]=3)[CH2:29][CH2:28][CH2:27][CH2:26][CH2:25][CH2:24]1)=[O:22])[CH2:13]2.C(OCC)C. (3) Given the product [O:32]1[CH2:33][CH2:34][N:29]([C:2]2[CH:3]=[C:4]3[NH:10][C:9]([C:11]([N:13]4[CH2:18][CH2:17][CH:16]([C:19]5[CH:24]=[CH:23][CH:22]=[CH:21][C:20]=5[C:25]([F:28])([F:27])[F:26])[CH2:15][CH2:14]4)=[O:12])=[CH:8][C:5]3=[N:6][CH:7]=2)[CH2:30][CH2:31]1, predict the reactants needed to synthesize it. The reactants are: Br[C:2]1[CH:3]=[C:4]2[NH:10][C:9]([C:11]([N:13]3[CH2:18][CH2:17][CH:16]([C:19]4[CH:24]=[CH:23][CH:22]=[CH:21][C:20]=4[C:25]([F:28])([F:27])[F:26])[CH2:15][CH2:14]3)=[O:12])=[CH:8][C:5]2=[N:6][CH:7]=1.[NH:29]1[CH2:34][CH2:33][O:32][CH2:31][CH2:30]1.C([O-])([O-])=O.[Cs+].[Cs+].[NH4+].[OH-]. (4) Given the product [C:1]([C:5]1[CH:6]=[CH:7][C:8]([CH2:9][NH:10][C:11]([C:13]2[C:14]([CH3:23])=[N:15][C:16]3[C:21]([C:22]=2[CH3:26])=[CH:20][CH:19]=[CH:18][N:17]=3)=[O:12])=[CH:24][CH:25]=1)([CH3:4])([CH3:2])[CH3:3], predict the reactants needed to synthesize it. The reactants are: [C:1]([C:5]1[CH:25]=[CH:24][C:8]([CH2:9][NH:10][C:11]([C:13]2[C:14]([CH3:23])=[N:15][C:16]3[C:21]([CH:22]=2)=[CH:20][CH:19]=[CH:18][N:17]=3)=[O:12])=[CH:7][CH:6]=1)([CH3:4])([CH3:3])[CH3:2].[CH3:26][Mg]Br. (5) Given the product [CH3:20][C:15]1([C:8]2[CH:9]=[CH:10][C:11]([C:13]#[N:14])=[CH:12][C:7]=2[NH:37][C:34]2[CH:35]=[CH:36][C:31]([CH2:30][CH2:29][N:23]3[CH2:24][CH2:25][O:26][CH2:27][CH2:28]3)=[CH:32][CH:33]=2)[O:19][CH2:18][CH2:17][O:16]1, predict the reactants needed to synthesize it. The reactants are: FC(F)(F)S(O[C:7]1[CH:12]=[C:11]([C:13]#[N:14])[CH:10]=[CH:9][C:8]=1[C:15]1([CH3:20])[O:19][CH2:18][CH2:17][O:16]1)(=O)=O.[N:23]1([CH2:29][CH2:30][C:31]2[CH:36]=[CH:35][C:34]([NH2:37])=[CH:33][CH:32]=2)[CH2:28][CH2:27][O:26][CH2:25][CH2:24]1. (6) Given the product [Br:1][C:2]1[CH:7]=[CH:6][C:5]([O:8][CH3:9])=[C:4]([NH2:10])[CH:3]=1, predict the reactants needed to synthesize it. The reactants are: [Br:1][C:2]1[CH:7]=[CH:6][C:5]([O:8][CH3:9])=[C:4]([N+:10]([O-])=O)[CH:3]=1.Cl. (7) Given the product [CH2:20]([O:19][CH2:18][C:17]1[N:16]=[C:15]([NH2:27])[N:14]=[C:13]([NH2:28])[C:12]=1[C:9]1[CH:10]=[CH:11][C:6]([NH:5][CH:35]([C:32]2[CH:33]=[CH:34][N:29]=[CH:30][CH:31]=2)[CH3:36])=[CH:7][CH:8]=1)[C:21]1[CH:26]=[CH:25][CH:24]=[CH:23][CH:22]=1, predict the reactants needed to synthesize it. The reactants are: [BH3-]C#N.[Na+].[NH2:5][C:6]1[CH:11]=[CH:10][C:9]([C:12]2[C:13]([NH2:28])=[N:14][C:15]([NH2:27])=[N:16][C:17]=2[CH2:18][O:19][CH2:20][C:21]2[CH:26]=[CH:25][CH:24]=[CH:23][CH:22]=2)=[CH:8][CH:7]=1.[N:29]1[CH:34]=[CH:33][C:32]([C:35](=O)[CH3:36])=[CH:31][CH:30]=1.C(O)(=O)C.